Predict the reaction yield, written as a fraction of the theoretical maximum amount of product (1.0 means a 100% yield; for example, 0.34 means a 34% yield). From a dataset of Reaction yield outcomes from USPTO patents with 853,638 reactions. (1) The reactants are [NH3:1].[Cl:2][C:3]1[CH:8]=[CH:7][C:6]([C:9]2[N:13]([C:14]3[CH:19]=[CH:18][C:17]([Cl:20])=[CH:16][C:15]=3[Cl:21])[N:12]=[C:11]([C:22](Cl)=[O:23])[C:10]=2[CH3:25])=[CH:5][CH:4]=1. The catalyst is C(Cl)Cl. The product is [Cl:2][C:3]1[CH:8]=[CH:7][C:6]([C:9]2[N:13]([C:14]3[CH:19]=[CH:18][C:17]([Cl:20])=[CH:16][C:15]=3[Cl:21])[N:12]=[C:11]([C:22]([NH2:1])=[O:23])[C:10]=2[CH3:25])=[CH:5][CH:4]=1. The yield is 0.990. (2) The reactants are [NH2:1][C:2]1[C:17]([Br:18])=[CH:16][C:5]2[C:6]([C:12](=[O:15])[NH:13][CH3:14])=[C:7](B(O)O)[O:8][C:4]=2[CH:3]=1.C1C(=O)N([I:26])C(=O)C1. The catalyst is CC#N. The product is [NH2:1][C:2]1[C:17]([Br:18])=[CH:16][C:5]2[C:6]([C:12]([NH:13][CH3:14])=[O:15])=[C:7]([I:26])[O:8][C:4]=2[CH:3]=1. The yield is 0.800. (3) The reactants are [Br:1][C:2]1[CH:7]=[CH:6][C:5]([C:8](=O)[CH:9](OCC)OCC)=[CH:4][C:3]=1[F:17].[OH-].[K+].C(=O)(O)O.[NH2:24][NH:25][C:26]([NH2:28])=[NH:27].Cl.C(=O)(O)[O-].[Na+]. The catalyst is C(O)C.O. The product is [Br:1][C:2]1[CH:7]=[CH:6][C:5]([C:8]2[N:24]=[N:25][C:26]([NH2:28])=[N:27][CH:9]=2)=[CH:4][C:3]=1[F:17]. The yield is 0.534. (4) The reactants are [NH:1]1[CH2:6][CH2:5][CH:4]([C:7]2[CH:29]=[CH:28][C:10]([C:11]([NH:13][C:14]3[CH:19]=[CH:18][CH:17]=[CH:16][C:15]=3[NH:20][C:21](=[O:27])[O:22][C:23]([CH3:26])([CH3:25])[CH3:24])=[O:12])=[CH:9][CH:8]=2)[CH2:3][CH2:2]1.[CH3:30][N:31]1[CH:35]=[C:34]([CH:36]=O)[C:33]([CH3:38])=[N:32]1.C(O)(=O)C.C(O[BH-](OC(=O)C)OC(=O)C)(=O)C.[Na+].C(=O)(O)[O-].[Na+]. The catalyst is ClCCl.C(OCC)C. The product is [CH3:30][N:31]1[CH:35]=[C:34]([CH2:36][N:1]2[CH2:6][CH2:5][CH:4]([C:7]3[CH:29]=[CH:28][C:10]([C:11]([NH:13][C:14]4[CH:19]=[CH:18][CH:17]=[CH:16][C:15]=4[NH:20][C:21](=[O:27])[O:22][C:23]([CH3:25])([CH3:26])[CH3:24])=[O:12])=[CH:9][CH:8]=3)[CH2:3][CH2:2]2)[C:33]([CH3:38])=[N:32]1. The yield is 0.870. (5) The reactants are [CH:1]([O:4][C:5]1[C:13]([CH3:14])=[CH:12][CH:11]=[CH:10][C:6]=1[C:7]([OH:9])=O)([CH3:3])[CH3:2].[CH2:15]([O:17][C:18]([C:20]1([NH2:31])[CH2:28][C:27]2[C:22](=[CH:23][CH:24]=[C:25]([C:29]#[N:30])[CH:26]=2)[CH2:21]1)=[O:19])[CH3:16].CN(C(ON1N=NC2C=CC=NC1=2)=[N+](C)C)C.F[P-](F)(F)(F)(F)F.CCN(C(C)C)C(C)C. The catalyst is CN(C=O)C. The product is [CH2:15]([O:17][C:18]([C:20]1([NH:31][C:7](=[O:9])[C:6]2[CH:10]=[CH:11][CH:12]=[C:13]([CH3:14])[C:5]=2[O:4][CH:1]([CH3:2])[CH3:3])[CH2:28][C:27]2[C:22](=[CH:23][CH:24]=[C:25]([C:29]#[N:30])[CH:26]=2)[CH2:21]1)=[O:19])[CH3:16]. The yield is 0.860. (6) The reactants are [C:1]([C:5]1[CH:6]=[C:7]([N:17]([CH3:49])[C:18]([N:20]([CH2:30][C:31]2[CH:36]=[C:35]([F:37])[CH:34]=[CH:33][C:32]=2[O:38][C:39]2[CH:40]=[C:41]3[C:45](=[CH:46][CH:47]=2)[N:44]([CH3:48])[N:43]=[CH:42]3)CC2C=CC(OC)=CC=2)=[O:19])[N:8]([C:10]2[CH:15]=[CH:14][C:13]([CH3:16])=[CH:12][CH:11]=2)[N:9]=1)([CH3:4])([CH3:3])[CH3:2]. The catalyst is C1(OC)C=CC=CC=1.FC(F)(F)C(O)=O. The product is [C:1]([C:5]1[CH:6]=[C:7]([N:17]([CH3:49])[C:18]([NH:20][CH2:30][C:31]2[CH:36]=[C:35]([F:37])[CH:34]=[CH:33][C:32]=2[O:38][C:39]2[CH:40]=[C:41]3[C:45](=[CH:46][CH:47]=2)[N:44]([CH3:48])[N:43]=[CH:42]3)=[O:19])[N:8]([C:10]2[CH:11]=[CH:12][C:13]([CH3:16])=[CH:14][CH:15]=2)[N:9]=1)([CH3:4])([CH3:2])[CH3:3]. The yield is 0.990. (7) The reactants are FC(F)(F)C(O)=O.C([O:15][C:16]1[CH:17]=[C:18]([CH:39]=[CH:40][CH:41]=1)[O:19][C:20]1[S:24][C:23]([CH2:25][NH:26][C:27]([C:29]2[CH:30]=[C:31]3[C:36](=[CH:37][CH:38]=2)[N:35]=[CH:34][CH:33]=[CH:32]3)=[O:28])=[CH:22][CH:21]=1)C1C=CC=CC=1.C(=O)(O)[O-].[Na+]. The catalyst is C1(SC)C=CC=CC=1. The product is [OH:15][C:16]1[CH:17]=[C:18]([CH:39]=[CH:40][CH:41]=1)[O:19][C:20]1[S:24][C:23]([CH2:25][NH:26][C:27]([C:29]2[CH:30]=[C:31]3[C:36](=[CH:37][CH:38]=2)[N:35]=[CH:34][CH:33]=[CH:32]3)=[O:28])=[CH:22][CH:21]=1. The yield is 0.800. (8) The reactants are C(Cl)(=O)C(Cl)=O.[N:7]1[CH:12]=[CH:11][C:10]([CH2:13][CH:14]([CH3:18])[C:15](O)=[O:16])=[CH:9][CH:8]=1.[NH3:19]. The catalyst is C(Cl)Cl. The product is [N:7]1[CH:12]=[CH:11][C:10]([CH2:13][CH:14]([CH3:18])[C:15]([NH2:19])=[O:16])=[CH:9][CH:8]=1. The yield is 0.929.